This data is from Full USPTO retrosynthesis dataset with 1.9M reactions from patents (1976-2016). The task is: Predict the reactants needed to synthesize the given product. (1) Given the product [Cl:16][C:17]1[CH:22]=[C:21]([O:23][CH3:24])[CH:20]=[CH:19][C:18]=1[CH2:25][CH2:26][NH:27][C:9](=[O:11])[CH2:8][N:7]1[C:2](=[O:1])[C:3]2[CH:15]=[CH:14][CH:13]=[CH:12][C:4]=2[N:5]=[N:6]1, predict the reactants needed to synthesize it. The reactants are: [O:1]=[C:2]1[N:7]([CH2:8][C:9]([OH:11])=O)[N:6]=[N:5][C:4]2[CH:12]=[CH:13][CH:14]=[CH:15][C:3]1=2.[Cl:16][C:17]1[CH:22]=[C:21]([O:23][CH3:24])[CH:20]=[CH:19][C:18]=1[CH2:25][CH2:26][NH2:27]. (2) Given the product [CH2:1]([C:3]1[N:8]=[C:7]([C:9]([NH:11][NH:12][C:18]([NH:17][C:20]2[CH:21]=[C:22]3[C:26](=[CH:27][CH:28]=2)[N:25]([CH3:29])[CH:24]=[CH:23]3)=[S:19])=[O:10])[C:6]([O:13][CH3:14])=[CH:5][C:4]=1[O:15][CH3:16])[CH3:2], predict the reactants needed to synthesize it. The reactants are: [CH2:1]([C:3]1[N:8]=[C:7]([C:9]([NH:11][NH2:12])=[O:10])[C:6]([O:13][CH3:14])=[CH:5][C:4]=1[O:15][CH3:16])[CH3:2].[N:17]([C:20]1[CH:21]=[C:22]2[C:26](=[CH:27][CH:28]=1)[N:25]([CH3:29])[CH:24]=[CH:23]2)=[C:18]=[S:19]. (3) Given the product [CH3:21][O:22][C:23]1[CH:29]=[CH:28][C:26]([NH:27][C:2]2[CH:7]=[CH:6][C:5]([OH:8])=[CH:4][C:3]=2[N+:9]([O-:11])=[O:10])=[CH:25][CH:24]=1, predict the reactants needed to synthesize it. The reactants are: F[C:2]1[CH:7]=[CH:6][C:5]([OH:8])=[CH:4][C:3]=1[N+:9]([O-:11])=[O:10].C(N(CC)C(C)C)(C)C.[CH3:21][O:22][C:23]1[CH:29]=[CH:28][C:26]([NH2:27])=[CH:25][CH:24]=1. (4) Given the product [Si:5]([O:6][C@H:7]([CH3:28])[CH2:8][N:9]1[C:17]2[C:12](=[CH:13][CH:14]=[C:15]3[O:21][CH2:20][C@H:19]([O:22][CH2:23][C:24]([NH2:31])=[O:26])[CH2:18][C:16]3=2)[CH:11]=[N:10]1)([C:1]([CH3:2])([CH3:4])[CH3:3])([CH3:29])[CH3:30], predict the reactants needed to synthesize it. The reactants are: [C:1]([Si:5]([CH3:30])([CH3:29])[O:6][C@H:7]([CH3:28])[CH2:8][N:9]1[C:17]2[C:12](=[CH:13][CH:14]=[C:15]3[O:21][CH2:20][C@H:19]([O:22][CH2:23][C:24]([O:26]C)=O)[CH2:18][C:16]3=2)[CH:11]=[N:10]1)([CH3:4])([CH3:3])[CH3:2].[NH3:31]. (5) Given the product [CH3:20][O:21][C:22]1[C:23](=[O:50])[C:24]([CH3:49])=[C:25]([CH2:31][C:32]2[CH:33]=[CH:34][C:35]([O:41][CH2:42][C:43]3[CH:44]=[N:45][CH:46]=[CH:47][CH:48]=3)=[C:36]([CH:40]=2)[C:37]([N:5]2[CH2:6][CH2:7][CH:2]([CH3:1])[CH2:3][CH2:4]2)=[O:38])[C:26](=[O:30])[C:27]=1[O:28][CH3:29], predict the reactants needed to synthesize it. The reactants are: [CH3:1][CH:2]1[CH2:7][CH2:6][NH:5][CH2:4][CH2:3]1.Cl.C(N=C=NCCCN(C)C)C.[CH3:20][O:21][C:22]1[C:23](=[O:50])[C:24]([CH3:49])=[C:25]([CH2:31][C:32]2[CH:33]=[CH:34][C:35]([O:41][CH2:42][C:43]3[CH:44]=[N:45][CH:46]=[CH:47][CH:48]=3)=[C:36]([CH:40]=2)[C:37](O)=[O:38])[C:26](=[O:30])[C:27]=1[O:28][CH3:29]. (6) Given the product [NH2:5][C:4]1[CH:3]=[C:2]([C:6]2[CH:11]=[CH:10][CH:9]=[CH:8][N:7]=2)[N:1]=[C:15]([SH:24])[N:14]=1, predict the reactants needed to synthesize it. The reactants are: [NH2:1][C:2]([C:6]1[CH:11]=[CH:10][CH:9]=[CH:8][N:7]=1)=[CH:3][C:4]#[N:5].NC1C=C(C2OC=CC=2)N=[C:15]([SH:24])[N:14]=1. (7) The reactants are: C=O.[N:3]1[C:10]([NH2:11])=[N:9][C:7]([NH2:8])=[N:6][C:4]=1[NH2:5]. Given the product [C:4]1([NH2:5])[N:6]=[C:7]([NH2:8])[N:9]=[C:10]([NH2:11])[N:3]=1, predict the reactants needed to synthesize it.